From a dataset of NCI-60 drug combinations with 297,098 pairs across 59 cell lines. Regression. Given two drug SMILES strings and cell line genomic features, predict the synergy score measuring deviation from expected non-interaction effect. (1) Drug 1: C1CCN(CC1)CCOC2=CC=C(C=C2)C(=O)C3=C(SC4=C3C=CC(=C4)O)C5=CC=C(C=C5)O. Drug 2: C1CN1P(=S)(N2CC2)N3CC3. Cell line: PC-3. Synergy scores: CSS=10.6, Synergy_ZIP=-0.189, Synergy_Bliss=1.25, Synergy_Loewe=-2.37, Synergy_HSA=0.158. (2) Drug 1: C1=NC2=C(N1)C(=S)N=C(N2)N. Drug 2: CC1=CC=C(C=C1)C2=CC(=NN2C3=CC=C(C=C3)S(=O)(=O)N)C(F)(F)F. Cell line: NCI-H522. Synergy scores: CSS=29.3, Synergy_ZIP=-6.28, Synergy_Bliss=-2.59, Synergy_Loewe=-1.19, Synergy_HSA=0.0262. (3) Drug 1: CC1=CC2C(CCC3(C2CCC3(C(=O)C)OC(=O)C)C)C4(C1=CC(=O)CC4)C. Drug 2: CCC1(CC2CC(C3=C(CCN(C2)C1)C4=CC=CC=C4N3)(C5=C(C=C6C(=C5)C78CCN9C7C(C=CC9)(C(C(C8N6C=O)(C(=O)OC)O)OC(=O)C)CC)OC)C(=O)OC)O.OS(=O)(=O)O. Cell line: M14. Synergy scores: CSS=-2.86, Synergy_ZIP=1.27, Synergy_Bliss=-0.787, Synergy_Loewe=-2.36, Synergy_HSA=-2.70. (4) Drug 1: CC1=C(N=C(N=C1N)C(CC(=O)N)NCC(C(=O)N)N)C(=O)NC(C(C2=CN=CN2)OC3C(C(C(C(O3)CO)O)O)OC4C(C(C(C(O4)CO)O)OC(=O)N)O)C(=O)NC(C)C(C(C)C(=O)NC(C(C)O)C(=O)NCCC5=NC(=CS5)C6=NC(=CS6)C(=O)NCCC[S+](C)C)O. Drug 2: CN(CCCl)CCCl.Cl. Cell line: RXF 393. Synergy scores: CSS=16.4, Synergy_ZIP=-2.24, Synergy_Bliss=-0.653, Synergy_Loewe=-14.1, Synergy_HSA=1.23. (5) Drug 1: CC1C(C(CC(O1)OC2CC(CC3=C2C(=C4C(=C3O)C(=O)C5=C(C4=O)C(=CC=C5)OC)O)(C(=O)C)O)N)O.Cl. Drug 2: CC1=C(C(=CC=C1)Cl)NC(=O)C2=CN=C(S2)NC3=CC(=NC(=N3)C)N4CCN(CC4)CCO. Cell line: MOLT-4. Synergy scores: CSS=59.4, Synergy_ZIP=5.10, Synergy_Bliss=5.36, Synergy_Loewe=-12.1, Synergy_HSA=5.53. (6) Drug 1: C1CCC(C1)C(CC#N)N2C=C(C=N2)C3=C4C=CNC4=NC=N3. Drug 2: C1=CC(=CC=C1CC(C(=O)O)N)N(CCCl)CCCl.Cl. Cell line: A498. Synergy scores: CSS=4.54, Synergy_ZIP=-0.125, Synergy_Bliss=1.20, Synergy_Loewe=-3.38, Synergy_HSA=-2.47. (7) Drug 1: CC1=C(C(=CC=C1)Cl)NC(=O)C2=CN=C(S2)NC3=CC(=NC(=N3)C)N4CCN(CC4)CCO. Drug 2: COCCOC1=C(C=C2C(=C1)C(=NC=N2)NC3=CC=CC(=C3)C#C)OCCOC.Cl. Cell line: HT29. Synergy scores: CSS=16.4, Synergy_ZIP=-3.40, Synergy_Bliss=2.19, Synergy_Loewe=-12.5, Synergy_HSA=1.70.